Dataset: Reaction yield outcomes from USPTO patents with 853,638 reactions. Task: Predict the reaction yield, written as a fraction of the theoretical maximum amount of product (1.0 means a 100% yield; for example, 0.34 means a 34% yield). (1) The reactants are [Cl:1][C:2]1[CH:17]=[CH:16][C:5]([O:6][CH2:7][CH2:8][C@@H:9](OS(C)(=O)=O)[CH3:10])=[C:4]([O:18][C:19]2[CH:24]=[CH:23][CH:22]=[CH:21][CH:20]=2)[CH:3]=1.C([O:27][C:28](=[O:39])[CH2:29][O:30][C:31]1[CH:36]=[CH:35][C:34]([SH:37])=[CH:33][C:32]=1[CH3:38])C. No catalyst specified. The product is [Cl:1][C:2]1[CH:17]=[CH:16][C:5]([O:6][CH2:7][CH2:8][CH:9]([S:37][C:34]2[CH:35]=[CH:36][C:31]([O:30][CH2:29][C:28]([OH:39])=[O:27])=[C:32]([CH3:38])[CH:33]=2)[CH3:10])=[C:4]([O:18][C:19]2[CH:20]=[CH:21][CH:22]=[CH:23][CH:24]=2)[CH:3]=1. The yield is 0.450. (2) The reactants are [CH3:1][N:2]([CH:10]1[CH2:15][CH2:14][CH:13]([O:16][C:17]2[C:28]3[C:27]4[C@@H:26]([CH2:29][CH:30]=[O:31])[CH2:25][CH2:24][C:23]=4[S:22][C:21]=3[N:20]=[CH:19][N:18]=2)[CH2:12][CH2:11]1)[C:3](=[O:9])[O:4][C:5]([CH3:8])([CH3:7])[CH3:6].Br[Mg][CH2:34][CH3:35]. The catalyst is C1COCC1. The product is [OH:31][C@@H:30]([CH2:34][CH3:35])[CH2:29][C@H:26]1[CH2:25][CH2:24][C:23]2[S:22][C:21]3[N:20]=[CH:19][N:18]=[C:17]([O:16][CH:13]4[CH2:14][CH2:15][CH:10]([N:2]([CH3:1])[C:3](=[O:9])[O:4][C:5]([CH3:8])([CH3:6])[CH3:7])[CH2:11][CH2:12]4)[C:28]=3[C:27]1=2.[OH:31][C@H:30]([CH2:34][CH3:35])[CH2:29][C@H:26]1[CH2:25][CH2:24][C:23]2[S:22][C:21]3[N:20]=[CH:19][N:18]=[C:17]([O:16][CH:13]4[CH2:14][CH2:15][CH:10]([N:2]([CH3:1])[C:3](=[O:9])[O:4][C:5]([CH3:8])([CH3:6])[CH3:7])[CH2:11][CH2:12]4)[C:28]=3[C:27]1=2. The yield is 0.560. (3) The reactants are [CH3:1][S:2]([C:5]1[CH:20]=[CH:19][C:8]([O:9][C:10]2[CH:15]=[CH:14][C:13]([N+:16]([O-])=O)=[CH:12][CH:11]=2)=[CH:7][CH:6]=1)(=[O:4])=[O:3]. The catalyst is CO.C(OCC)(=O)C.[Pd]. The product is [CH3:1][S:2]([C:5]1[CH:20]=[CH:19][C:8]([O:9][C:10]2[CH:15]=[CH:14][C:13]([NH2:16])=[CH:12][CH:11]=2)=[CH:7][CH:6]=1)(=[O:3])=[O:4]. The yield is 1.00. (4) The reactants are [CH2:1]([O:3][C:4]([C:6]1[O:7][C:8]2[C:13]([C:14](=[O:16])[CH:15]=1)=[CH:12][C:11]([O:17][CH3:18])=[CH:10][C:9]=2Br)=[O:5])[CH3:2].[CH:20]([N:23]1[CH2:28][CH2:27][NH:26][CH2:25][CH2:24]1)([CH3:22])[CH3:21]. No catalyst specified. The product is [CH2:1]([O:3][C:4]([C:6]1[O:7][C:8]2[C:13]([C:14](=[O:16])[CH:15]=1)=[CH:12][C:11]([O:17][CH3:18])=[CH:10][C:9]=2[N:26]1[CH2:27][CH2:28][N:23]([CH:20]([CH3:22])[CH3:21])[CH2:24][CH2:25]1)=[O:5])[CH3:2]. The yield is 0.480. (5) The reactants are [F:1][C:2]1[CH:3]=[C:4]([N:28]2[C:32]([OH:33])=[C:31](C(OCC)=O)[CH:30]=[N:29]2)[CH:5]=[CH:6][C:7]=1[N:8]1[CH:13]=[C:12]([O:14][CH3:15])[C:11](=[O:16])[C:10]([C:17]2[N:21]([C:22]3[CH:27]=[CH:26][CH:25]=[CH:24][CH:23]=3)[N:20]=[CH:19][CH:18]=2)=[N:9]1.[OH-].[Na+].CCO.Cl. The catalyst is O. The product is [F:1][C:2]1[CH:3]=[C:4]([N:28]2[C:32]([OH:33])=[CH:31][CH:30]=[N:29]2)[CH:5]=[CH:6][C:7]=1[N:8]1[CH:13]=[C:12]([O:14][CH3:15])[C:11](=[O:16])[C:10]([C:17]2[N:21]([C:22]3[CH:23]=[CH:24][CH:25]=[CH:26][CH:27]=3)[N:20]=[CH:19][CH:18]=2)=[N:9]1. The yield is 0.320. (6) The product is [OH:1][CH2:2][C:3]1[CH:8]=[C:7]([O:9][CH3:10])[CH:6]=[C:5]([N:11]2[N:12]=[C:13]3[CH:18]=[CH:17][C:16]([O:19][CH3:20])=[CH:15][C:14]3=[N:21]2)[C:4]=1[OH:24]. The catalyst is C(O)C.O. The yield is 0.270. The reactants are [OH:1][CH2:2][C:3]1[CH:8]=[C:7]([O:9][CH3:10])[CH:6]=[C:5]([N:11]=[N:12][C:13]2[CH:18]=[CH:17][C:16]([O:19][CH3:20])=[CH:15][C:14]=2[N+:21]([O-])=O)[C:4]=1[OH:24].[OH-].[Na+].C(S(O)=O)(N)=N.Cl. (7) The reactants are [OH:1][C@@:2]1([C:9]#[C:10][C:11]2[CH:12]=[C:13]([C:17]3[CH:22]=[C:21]([C:23]4[N:27]([CH3:28])[N:26]=[CH:25][CH:24]=4)[N:20]=[C:19]([C:29]([O:31]C)=O)[N:18]=3)[CH:14]=[CH:15][CH:16]=2)[CH2:6][CH2:5][N:4]([CH3:7])[C:3]1=[O:8].[NH3:33]. No catalyst specified. The product is [OH:1][C@@:2]1([C:9]#[C:10][C:11]2[CH:12]=[C:13]([C:17]3[CH:22]=[C:21]([C:23]4[N:27]([CH3:28])[N:26]=[CH:25][CH:24]=4)[N:20]=[C:19]([C:29]([NH2:33])=[O:31])[N:18]=3)[CH:14]=[CH:15][CH:16]=2)[CH2:6][CH2:5][N:4]([CH3:7])[C:3]1=[O:8]. The yield is 0.410. (8) The product is [C:12]([O:11][C:9]([N:27]1[C@@H:26]([C@@H:25]([O:39][CH2:40][C:41]2[CH:42]=[CH:43][CH:44]=[CH:45][CH:46]=2)[C@@H:24]([N:23]([CH2:16][C:17]2[CH:18]=[CH:19][CH:20]=[CH:21][CH:22]=2)[CH2:56][C:57]2[CH:62]=[CH:61][CH:60]=[CH:59][CH:58]=2)[CH2:47][C:48]2[CH:53]=[C:52]([F:54])[CH:51]=[C:50]([F:55])[CH:49]=2)[CH2:31][O:30][C@@H:29]([O:32][CH2:33][C:34]([CH3:37])([CH3:36])[CH3:35])[C@@H:28]1[CH3:38])=[O:10])([CH3:13])([CH3:14])[CH3:15]. The catalyst is ClCCCl. The yield is 0.870. The reactants are [C:9](O[C:9]([O:11][C:12]([CH3:15])([CH3:14])[CH3:13])=[O:10])([O:11][C:12]([CH3:15])([CH3:14])[CH3:13])=[O:10].[CH2:16]([N:23]([CH2:56][C:57]1[CH:62]=[CH:61][CH:60]=[CH:59][CH:58]=1)[C@@H:24]([CH2:47][C:48]1[CH:53]=[C:52]([F:54])[CH:51]=[C:50]([F:55])[CH:49]=1)[C@@H:25]([O:39][CH2:40][C:41]1[CH:46]=[CH:45][CH:44]=[CH:43][CH:42]=1)[C@H:26]1[CH2:31][O:30][C@@H:29]([O:32][CH2:33][C:34]([CH3:37])([CH3:36])[CH3:35])[C@H:28]([CH3:38])[NH:27]1)[C:17]1[CH:22]=[CH:21][CH:20]=[CH:19][CH:18]=1.C(N(C(C)C)CC)(C)C. (9) The reactants are C1(S([N:10]2[C:14]3[N:15]=[C:16]([Cl:20])[N:17]=[C:18]([Cl:19])[C:13]=3[CH:12]=[C:11]2[C:21]([OH:24])([CH3:23])[CH3:22])(=O)=O)C=CC=CC=1.[OH-].[Na+]. The catalyst is C(O)(C)C.O. The product is [Cl:20][C:16]1[N:17]=[C:18]([Cl:19])[C:13]2[CH:12]=[C:11]([C:21]([OH:24])([CH3:22])[CH3:23])[NH:10][C:14]=2[N:15]=1. The yield is 0.640. (10) The catalyst is O1CCCC1.[F-].C([N+](CCCC)(CCCC)CCCC)CCC.O. The reactants are [Si]([O:8][C@H:9]([C:33]1[CH:34]=[N:35][CH:36]=[CH:37][CH:38]=1)[C@H:10]1[CH2:14][CH2:13][C@@H:12]([CH2:15][C:16]2[CH:21]=[CH:20][C:19]([C:22]([O:24][CH3:25])=[O:23])=[CH:18][CH:17]=2)[N:11]1[C:26]([O:28][C:29]([CH3:32])([CH3:31])[CH3:30])=[O:27])(C(C)(C)C)(C)C. The yield is 0.980. The product is [OH:8][C@H:9]([C:33]1[CH:34]=[N:35][CH:36]=[CH:37][CH:38]=1)[C@H:10]1[CH2:14][CH2:13][C@@H:12]([CH2:15][C:16]2[CH:17]=[CH:18][C:19]([C:22]([O:24][CH3:25])=[O:23])=[CH:20][CH:21]=2)[N:11]1[C:26]([O:28][C:29]([CH3:32])([CH3:31])[CH3:30])=[O:27].